This data is from Full USPTO retrosynthesis dataset with 1.9M reactions from patents (1976-2016). The task is: Predict the reactants needed to synthesize the given product. (1) Given the product [CH:28]1([CH2:33][CH:34]([C:38]2[CH:43]=[CH:42][C:41]([S:44][CH3:45])=[C:40]([C:46]([F:49])([F:48])[F:47])[CH:39]=2)[C:35]([NH:59][C:60]2[S:61][CH:62]=[CH:63][N:64]=2)=[O:36])[CH2:29][CH2:30][CH2:31][CH2:32]1, predict the reactants needed to synthesize it. The reactants are: F[P-](F)(F)(F)(F)F.N1(O[P+](N(C)C)(N(C)C)N(C)C)C2C=CC=CC=2N=N1.[CH:28]1([CH2:33][CH:34]([C:38]2[CH:43]=[CH:42][C:41]([S:44][CH3:45])=[C:40]([C:46]([F:49])([F:48])[F:47])[CH:39]=2)[C:35](O)=[O:36])[CH2:32][CH2:31][CH2:30][CH2:29]1.C(N(CC)C(C)C)(C)C.[NH2:59][C:60]1[S:61][CH:62]=[CH:63][N:64]=1.Cl. (2) Given the product [CH2:1]([C:3]1[CH:11]=[CH:10][CH:9]=[C:8]([CH3:12])[C:4]=1[C:5]([Cl:16])=[O:6])[CH3:2], predict the reactants needed to synthesize it. The reactants are: [CH2:1]([C:3]1[CH:11]=[CH:10][CH:9]=[C:8]([CH3:12])[C:4]=1[C:5](O)=[O:6])[CH3:2].C(Cl)(=O)C([Cl:16])=O. (3) Given the product [CH2:1]([O:3][C:4]([C:5]1[C:6]([C:11]2[CH:16]=[CH:15][CH:14]=[CH:13][CH:12]=2)=[CH:7][N:8]([C:25]2[CH:27]=[CH:28][C:22]([F:21])=[CH:23][CH:24]=2)[C:17]=1[CH3:18])=[O:20])[CH3:2], predict the reactants needed to synthesize it. The reactants are: [CH2:1]([O:3][C:4](=[O:20])[CH:5]([C:17](=O)[CH3:18])[CH:6]([C:11]1[CH:16]=[CH:15][CH:14]=[CH:13][CH:12]=1)[CH2:7][N+:8]([O-])=O)[CH3:2].[F:21][C:22]1[CH:28]=[CH:27][C:25](N)=[CH:24][CH:23]=1.O. (4) The reactants are: [N+:1]([C:4]1[CH:17]=[CH:16][C:7]([CH2:8][CH:9]([C:13]([NH2:15])=[O:14])[C:10]([NH2:12])=[O:11])=[CH:6][CH:5]=1)([O-])=O. Given the product [NH2:1][C:4]1[CH:5]=[CH:6][C:7]([CH2:8][CH:9]([C:10]([NH2:12])=[O:11])[C:13]([NH2:15])=[O:14])=[CH:16][CH:17]=1, predict the reactants needed to synthesize it. (5) Given the product [CH2:2]([NH:3][C:24]([C:11]1[CH:12]=[CH:13][C:14]2[S:15][C:16]3[C:21](=[CH:20][CH:19]=[CH:18][CH:17]=3)[NH:22][C:23]=2[CH:10]=1)=[O:26])[CH3:1], predict the reactants needed to synthesize it. The reactants are: [CH3:1][CH2:2][N:3](C(C)C)C(C)C.[CH:10]1[C:23]2[NH:22][C:21]3[C:16](=[CH:17][CH:18]=[CH:19][CH:20]=3)[S:15][C:14]=2[CH:13]=[CH:12][C:11]=1[C:24]([OH:26])=O.Cl.C(N)C.CN(C(ON1N=NC2C=CC=CC1=2)=[N+](C)C)C.F[P-](F)(F)(F)(F)F.C([O-])(O)=O.[Na+]. (6) The reactants are: [CH2:1]([O:3][C:4](=[O:30])[CH:5]=[C:6]([N:13]1[C:21]2[C:16](=[CH:17][C:18]([O:22]CC3C=CC=CC=3)=[CH:19][CH:20]=2)[CH:15]=[CH:14]1)[C:7]1[CH:12]=[CH:11][CH:10]=[CH:9][CH:8]=1)[CH3:2]. Given the product [CH2:1]([O:3][C:4](=[O:30])[CH2:5][CH:6]([N:13]1[C:21]2[C:16](=[CH:17][C:18]([OH:22])=[CH:19][CH:20]=2)[CH:15]=[CH:14]1)[C:7]1[CH:12]=[CH:11][CH:10]=[CH:9][CH:8]=1)[CH3:2], predict the reactants needed to synthesize it. (7) Given the product [F:24][C:20]1[C:16]2[NH:27][C:30](=[O:33])[N:14]([CH:11]3[CH2:10][CH2:9][N:8]([C:6]([O:5][C:1]([CH3:3])([CH3:2])[CH3:4])=[O:7])[CH2:13][CH2:12]3)[C:15]=2[CH:23]=[CH:22][CH:21]=1, predict the reactants needed to synthesize it. The reactants are: [C:1]([O:5][C:6]([N:8]1[CH2:13][CH2:12][CH:11]([NH:14][C:15]2[CH:23]=[CH:22][CH:21]=[C:20]([F:24])[C:16]=2C(O)=O)[CH2:10][CH2:9]1)=[O:7])([CH3:4])([CH3:3])[CH3:2].C([N:27]([CH2:30]C)CC)C.P(N=[N+]=[N-])(OC1C=CC=CC=1)(OC1C=CC=CC=1)=[O:33]. (8) Given the product [CH2:1]([O:3][C:4](=[O:23])[CH2:5][C:6]1[CH:7]=[C:8]([C:14]2[CH:19]=[CH:18][C:17]([C:30]3[CH:29]=[C:28]4[C:33](=[CH:32][CH:31]=3)[N:24]=[CH:25][CH:26]=[CH:27]4)=[CH:16][C:15]=2[CH:21]=[O:22])[C:9]([O:12][CH3:13])=[CH:10][CH:11]=1)[CH3:2], predict the reactants needed to synthesize it. The reactants are: [CH2:1]([O:3][C:4](=[O:23])[CH2:5][C:6]1[CH:7]=[C:8]([C:14]2[CH:19]=[CH:18][C:17](Br)=[CH:16][C:15]=2[CH:21]=[O:22])[C:9]([O:12][CH3:13])=[CH:10][CH:11]=1)[CH3:2].[N:24]1[C:33]2[C:28](=[CH:29][C:30](B3OC(C)(C)C(C)(C)O3)=[CH:31][CH:32]=2)[CH:27]=[CH:26][CH:25]=1. (9) The reactants are: [CH3:1][O:2][C:3]([C:5]1[CH:6]=[C:7]([CH3:29])[C:8]2[O:14][C:13]3[C:15]([Cl:25])=[CH:16][C:17]([N:19]4[CH2:24][CH2:23][NH:22][CH2:21][CH2:20]4)=[CH:18][C:12]=3[CH2:11][S:10](=[O:27])(=[O:26])[C:9]=2[CH:28]=1)=[O:4].[Cl:30][C:31]1[CH:38]=[C:37]([Cl:39])[CH:36]=[CH:35][C:32]=1[CH:33]=O.C([BH3-])#N.[Na+]. Given the product [CH3:1][O:2][C:3]([C:5]1[CH:6]=[C:7]([CH3:29])[C:8]2[O:14][C:13]3[C:15]([Cl:25])=[CH:16][C:17]([N:19]4[CH2:20][CH2:21][N:22]([CH2:33][C:32]5[CH:35]=[CH:36][C:37]([Cl:39])=[CH:38][C:31]=5[Cl:30])[CH2:23][CH2:24]4)=[CH:18][C:12]=3[CH2:11][S:10](=[O:26])(=[O:27])[C:9]=2[CH:28]=1)=[O:4], predict the reactants needed to synthesize it.